This data is from Reaction yield outcomes from USPTO patents with 853,638 reactions. The task is: Predict the reaction yield, written as a fraction of the theoretical maximum amount of product (1.0 means a 100% yield; for example, 0.34 means a 34% yield). (1) The reactants are [Cl:1][C:2]1[CH:7]=[CH:6][C:5]([CH2:8][C:9]([OH:11])=O)=[CH:4][CH:3]=1.[Cl:12][C:13]1[CH:18]=[CH:17][CH:16]=[CH:15][C:14]=1[C:19]1[N:24]=[N:23][C:22]([NH:25][NH:26]C(=O)CC2CCOCC2)=[CH:21][C:20]=1[C:36]1[CH:41]=[CH:40][C:39]([Cl:42])=[CH:38][CH:37]=1. No catalyst specified. The product is [Cl:1][C:2]1[CH:3]=[CH:4][C:5]([CH2:8][C:9]([NH:26][NH:25][C:22]2[N:23]=[N:24][C:19]([C:14]3[CH:15]=[CH:16][CH:17]=[CH:18][C:13]=3[Cl:12])=[C:20]([C:36]3[CH:41]=[CH:40][C:39]([Cl:42])=[CH:38][CH:37]=3)[CH:21]=2)=[O:11])=[CH:6][CH:7]=1. The yield is 0.620. (2) The reactants are [CH3:1][O:2][C:3]1[CH:4]=[C:5]2[C:10](=[CH:11][C:12]=1[O:13][CH3:14])[N:9]=[CH:8][CH:7]=[C:6]2[O:15][C:16]1[CH:22]=[CH:21][C:19]([NH2:20])=[CH:18][CH:17]=1.Cl[C:24](Cl)([O:26][C:27](=[O:33])OC(Cl)(Cl)Cl)Cl.[CH3:35][C:36]1[CH:41]=[CH:40][C:39](CO)=[CH:38][CH:37]=1.C(=O)(O)[O-].[Na+]. The catalyst is C(Cl)Cl.C(N(CC)CC)C.C1(C)C=CC=CC=1. The product is [CH3:1][O:2][C:3]1[CH:4]=[C:5]2[C:10](=[CH:11][C:12]=1[O:13][CH3:14])[N:9]=[CH:8][CH:7]=[C:6]2[O:15][C:16]1[CH:22]=[CH:21][C:19]([NH:20][C:27](=[O:33])[O:26][CH2:24][C:39]2[CH:40]=[CH:41][C:36]([CH3:35])=[CH:37][CH:38]=2)=[CH:18][CH:17]=1. The yield is 0.810. (3) The reactants are [F:1][C:2]1[C:10]2[C:5](=[CH:6][CH:7]=[C:8](B3OC(C)(C)C(C)(C)O3)[CH:9]=2)[NH:4][C:3]=1[C:20]1[CH:25]=[CH:24][CH:23]=[CH:22][C:21]=1[O:26][CH3:27].FC(F)(F)S(O[C:34]1[CH2:39][CH2:38][N:37]([C:40]([O:42][C:43]([CH3:46])([CH3:45])[CH3:44])=[O:41])[CH2:36][CH:35]=1)(=O)=O.C(=O)([O-])[O-].[Cs+].[Cs+]. The catalyst is CN(C=O)C.C1C=CC(P(C2C=CC=CC=2)[C-]2C=CC=C2)=CC=1.C1C=CC(P(C2C=CC=CC=2)[C-]2C=CC=C2)=CC=1.Cl[Pd]Cl.[Fe+2]. The product is [F:1][C:2]1[C:10]2[C:5](=[CH:6][CH:7]=[C:8]([C:34]3[CH2:39][CH2:38][N:37]([C:40]([O:42][C:43]([CH3:46])([CH3:45])[CH3:44])=[O:41])[CH2:36][CH:35]=3)[CH:9]=2)[NH:4][C:3]=1[C:20]1[CH:25]=[CH:24][CH:23]=[CH:22][C:21]=1[O:26][CH3:27]. The yield is 0.700. (4) The reactants are [C:1]([C:5]1[CH:10]=[CH:9][C:8]([OH:11])=[C:7]([CH3:12])[CH:6]=1)([CH3:4])([CH3:3])[CH3:2].[F:13][C:14]([F:27])([F:26])[S:15](O[S:15]([C:14]([F:27])([F:26])[F:13])(=[O:17])=[O:16])(=[O:17])=[O:16].N1C=CC=CC=1.O. The catalyst is C(Cl)Cl. The product is [F:13][C:14]([F:27])([F:26])[S:15]([O:11][C:8]1[CH:9]=[CH:10][C:5]([C:1]([CH3:4])([CH3:3])[CH3:2])=[CH:6][C:7]=1[CH3:12])(=[O:17])=[O:16]. The yield is 0.920. (5) The reactants are [Si:1]([O:8][CH:9]1[CH2:18][C:17]2[C:16]([NH:19][C:20]3[O:21][C:22]([C:25]4[CH:30]=[CH:29][C:28]([C:31]([F:34])([F:33])[F:32])=[CH:27][CH:26]=4)=[CH:23][N:24]=3)=[CH:15][CH:14]=[CH:13][C:12]=2[CH2:11][CH2:10]1)([C:4]([CH3:7])([CH3:6])[CH3:5])([CH3:3])[CH3:2].[H-].[Na+].IC.[C:39](OCC)(=O)C. The catalyst is CN(C)C=O. The product is [Si:1]([O:8][CH:9]1[CH2:18][C:17]2[C:16]([N:19]([CH3:39])[C:20]3[O:21][C:22]([C:25]4[CH:30]=[CH:29][C:28]([C:31]([F:32])([F:33])[F:34])=[CH:27][CH:26]=4)=[CH:23][N:24]=3)=[CH:15][CH:14]=[CH:13][C:12]=2[CH2:11][CH2:10]1)([C:4]([CH3:7])([CH3:5])[CH3:6])([CH3:3])[CH3:2]. The yield is 0.180. (6) The reactants are [F:1][C:2]1([F:37])[CH2:5][CH:4]([CH:6]([NH:21][C:22]2[CH:23]=[N:24][C:25]([N:28]3[CH:32]=[C:31]([C:33]([F:36])([F:35])[F:34])[N:30]=[CH:29]3)=[CH:26][CH:27]=2)[C:7]2[CH:20]=[CH:19][C:10]([C:11]([NH:13][CH2:14][CH2:15][C:16]([O-:18])=[O:17])=[O:12])=[CH:9][CH:8]=2)[CH2:3]1.O.O1CCCC1.O.[OH-].[Li+]. The catalyst is CO. The product is [F:37][C:2]1([F:1])[CH2:5][CH:4]([CH:6]([NH:21][C:22]2[CH:23]=[N:24][C:25]([N:28]3[CH:32]=[C:31]([C:33]([F:34])([F:35])[F:36])[N:30]=[CH:29]3)=[CH:26][CH:27]=2)[C:7]2[CH:20]=[CH:19][C:10]([C:11]([NH:13][CH2:14][CH2:15][C:16]([OH:18])=[O:17])=[O:12])=[CH:9][CH:8]=2)[CH2:3]1. The yield is 0.700.